This data is from Reaction yield outcomes from USPTO patents with 853,638 reactions. The task is: Predict the reaction yield, written as a fraction of the theoretical maximum amount of product (1.0 means a 100% yield; for example, 0.34 means a 34% yield). (1) The reactants are [C:1]([O:10]C)(=O)[C:2]1[C:3](=[CH:5][CH:6]=[CH:7][CH:8]=1)[SH:4].[CH2:12]1[CH2:17][CH2:16][N:15]([C:18]([CH2:20][C:21]#[N:22])=[O:19])[CH2:14][CH2:13]1.C(N(CC)CC)C. The catalyst is C1(C)C=CC=CC=1. The product is [O:19]=[C:18]([N:15]1[CH2:16][CH2:17][CH2:12][CH2:13][CH2:14]1)[CH:20]=[C:21]1[NH:22][C:1](=[O:10])[C:2]2[CH:8]=[CH:7][CH:6]=[CH:5][C:3]=2[S:4]1. The yield is 0.250. (2) The reactants are Cl[C:2]1[N:7]=[C:6]2[CH:8]=[N:9][CH:10]=[CH:11][C:5]2=[N:4][C:3]=1[N:12]1[CH2:17][CH2:16][CH:15]([O:18][C:19]2[CH:24]=[CH:23][C:22]([F:25])=[CH:21][C:20]=2[F:26])[CH2:14][CH2:13]1.Cl.[F:28][C:29]1([F:34])[CH2:32][CH:31]([NH2:33])[CH2:30]1.[F-].[K+].CCN(C(C)C)C(C)C. The catalyst is CS(C)=O.O. The product is [F:28][C:29]1([F:34])[CH2:32][CH:31]([NH:33][C:2]2[N:7]=[C:6]3[CH:8]=[N:9][CH:10]=[CH:11][C:5]3=[N:4][C:3]=2[N:12]2[CH2:17][CH2:16][CH:15]([O:18][C:19]3[CH:24]=[CH:23][C:22]([F:25])=[CH:21][C:20]=3[F:26])[CH2:14][CH2:13]2)[CH2:30]1. The yield is 0.950. (3) The reactants are [C:1]([O:4][C@H:5]1[C@H:9]([O:10][C:11](=[O:13])[CH3:12])[C@@H:8]([CH2:14][OH:15])[O:7][C@H:6]1[N:16]1[CH:24]=[N:23][C:22]2[C:17]1=[N:18][CH:19]=[N:20][C:21]=2[NH:25][C@@H:26]1[C:34]2[C:29](=[CH:30][CH:31]=[CH:32][CH:33]=2)[CH2:28][CH2:27]1)(=[O:3])[CH3:2].C(N(CC)CC)C.Cl[S:43]([NH2:46])(=[O:45])=[O:44]. The catalyst is C(Cl)Cl.C(#N)C. The product is [C:11]([O:10][C@H:9]1[C@H:5]([O:4][C:1](=[O:3])[CH3:2])[C@H:6]([N:16]2[CH:24]=[N:23][C:22]3[C:17]2=[N:18][CH:19]=[N:20][C:21]=3[NH:25][C@@H:26]2[C:34]3[C:29](=[CH:30][CH:31]=[CH:32][CH:33]=3)[CH2:28][CH2:27]2)[O:7][C@@H:8]1[CH2:14][O:15][S:43]([NH2:46])(=[O:45])=[O:44])(=[O:13])[CH3:12]. The yield is 0.480. (4) The reactants are [F:1][C:2]1[C:3]([I:11])=[C:4]2[CH:10]=[CH:9][NH:8][C:5]2=[N:6][CH:7]=1.[H-].[Na+].[CH3:14][Si:15]([CH3:22])([CH3:21])[CH2:16][CH2:17][O:18][CH2:19]Cl. The catalyst is CN(C=O)C. The product is [F:1][C:2]1[C:3]([I:11])=[C:4]2[CH:10]=[CH:9][N:8]([CH2:19][O:18][CH2:17][CH2:16][Si:15]([CH3:22])([CH3:21])[CH3:14])[C:5]2=[N:6][CH:7]=1. The yield is 0.950.